This data is from Reaction yield outcomes from USPTO patents with 853,638 reactions. The task is: Predict the reaction yield, written as a fraction of the theoretical maximum amount of product (1.0 means a 100% yield; for example, 0.34 means a 34% yield). (1) The reactants are [CH2:1]([O:3][C:4]([C:6]1[C:7]([CH3:14])=[N:8][C:9](Cl)=[N:10][C:11]=1[CH3:12])=[O:5])[CH3:2].[CH2:15]([NH2:18])[C:16]#[CH:17]. The catalyst is CCO. The product is [CH2:1]([O:3][C:4]([C:6]1[C:7]([CH3:14])=[N:8][C:9]([NH:18][CH2:15][C:16]#[CH:17])=[N:10][C:11]=1[CH3:12])=[O:5])[CH3:2]. The yield is 0.920. (2) The reactants are C(OC(=O)[CH2:5][O:6][C@H:7]1[CH2:12][CH2:11][C@H:10]([N:13]2[C:18](=[O:19])[C:17]([CH2:20][C:21]3[CH:22]=[N:23][C:24]([C:27]4[CH:32]=[CH:31][CH:30]=[CH:29][C:28]=4[C:33]#[N:34])=[CH:25][CH:26]=3)=[C:16]([CH2:35][CH2:36][CH2:37][CH3:38])[N:15]3[N:39]=[CH:40][CH:41]=[C:14]23)[CH2:9][CH2:8]1)C.[CH3:43][Mg]Br.C([O:49][CH2:50][CH3:51])(=O)C. The catalyst is O1CCCC1. The product is [CH2:35]([C:16]1[N:15]2[N:39]=[CH:40][CH:41]=[C:14]2[N:13]([C@H:10]2[CH2:9][CH2:8][C@H:7]([O:6][CH2:5][C:50]([OH:49])([CH3:51])[CH3:43])[CH2:12][CH2:11]2)[C:18](=[O:19])[C:17]=1[CH2:20][C:21]1[CH:26]=[CH:25][C:24]([C:27]2[CH:32]=[CH:31][CH:30]=[CH:29][C:28]=2[C:33]#[N:34])=[N:23][CH:22]=1)[CH2:36][CH2:37][CH3:38]. The yield is 0.630. (3) No catalyst specified. The product is [SH:11][C:4]1[CH:3]=[C:2]([Cl:1])[CH:10]=[CH:9][C:5]=1[C:6]([O:8][CH2:17][CH3:18])=[O:7]. The yield is 0.750. The reactants are [Cl:1][C:2]1[CH:10]=[CH:9][C:5]([C:6]([OH:8])=[O:7])=[C:4]([SH:11])[CH:3]=1.S(=O)(=O)(O)O.[CH2:17](O)[CH3:18]. (4) The reactants are [O:1]=[C:2]1[N:10]([CH2:11][CH2:12][CH3:13])[C:9]2[N:8]=[C:7]([C:14]34[CH2:21][CH2:20][C:17]([CH2:22][CH2:23][C:24]5[N:28](CCC#N)[N:27]=[N:26][N:25]=5)([CH2:18][CH2:19]3)[CH2:16][CH2:15]4)[NH:6][C:5]=2[C:4](=[O:33])[N:3]1[CH2:34][CH2:35][CH3:36].[OH-].[Na+]. The catalyst is C1COCC1. The product is [CH2:34]([N:3]1[C:4](=[O:33])[C:5]2[NH:6][C:7]([C:14]34[CH2:15][CH2:16][C:17]([CH2:22][CH2:23][C:24]5[NH:28][N:27]=[N:26][N:25]=5)([CH2:18][CH2:19]3)[CH2:20][CH2:21]4)=[N:8][C:9]=2[N:10]([CH2:11][CH2:12][CH3:13])[C:2]1=[O:1])[CH2:35][CH3:36]. The yield is 0.410. (5) The product is [CH3:1][C:2]1[S:6][C:5]([C:7]2[CH:8]=[CH:9][CH:10]=[CH:11][CH:12]=2)=[N:4][C:3]=1[CH2:13][O:14][C:15]1[CH:19]=[C:18]([CH2:20][OH:21])[O:17][N:16]=1. The catalyst is O1CCCC1. The reactants are [CH3:1][C:2]1[S:6][C:5]([C:7]2[CH:12]=[CH:11][CH:10]=[CH:9][CH:8]=2)=[N:4][C:3]=1[CH2:13][O:14][C:15]1[CH:19]=[C:18]([C:20](OC)=[O:21])[O:17][N:16]=1.[H-].C([Al+]CC(C)C)C(C)C.O.O.O.O.O.O.O.O.O.O.[O-]S([O-])(=O)=O.[Na+].[Na+]. The yield is 0.800. (6) The reactants are [Br:1][C:2]1[CH:3]=[C:4]2[C:15](=[CH:16][CH:17]=1)[O:14][C:7]1[C:8]([F:13])=[N:9][C:10]([Cl:12])=[CH:11][C:6]=1[C:5]2=O.[CH3:19][C:20]([S@:23]([NH2:25])=[O:24])([CH3:22])[CH3:21]. The product is [Br:1][C:2]1[CH:3]=[C:4]2[C:15](=[CH:16][CH:17]=1)[O:14][C:7]1[C:8]([F:13])=[N:9][C:10]([Cl:12])=[CH:11][C:6]=1[C:5]2=[N:25][S:23]([C:20]([CH3:22])([CH3:21])[CH3:19])=[O:24]. The yield is 0.571. The catalyst is C1COCC1.[O-]CC.[Ti+4].[O-]CC.[O-]CC.[O-]CC. (7) The reactants are C[Si]([N:5]=[C:6]=[O:7])(C)C.[Cl:8][C:9]1[C:14]([S:15][CH3:16])=[C:13]([N:17]2[CH2:22][CH2:21][O:20][CH2:19][CH2:18]2)[N:12]=[C:11]([C:23]2[CH:28]=[CH:27][C:26]([NH2:29])=[CH:25][CH:24]=2)[N:10]=1. The catalyst is C1COCC1. The product is [Cl:8][C:9]1[C:14]([S:15][CH3:16])=[C:13]([N:17]2[CH2:22][CH2:21][O:20][CH2:19][CH2:18]2)[N:12]=[C:11]([C:23]2[CH:28]=[CH:27][C:26]([NH:29][C:6]([NH2:5])=[O:7])=[CH:25][CH:24]=2)[N:10]=1. The yield is 0.312. (8) The reactants are [OH-].[Na+].C[O:4][C:5](=[O:41])[CH2:6][C:7]1[CH:12]=[CH:11][C:10]([C:13]2[CH:18]=[CH:17][C:16]([C:19]([CH2:37][CH3:38])([C:22]3[CH:27]=[CH:26][C:25]([CH2:28][CH2:29][C:30]([CH2:34][CH3:35])([OH:33])[CH2:31][CH3:32])=[C:24]([CH3:36])[CH:23]=3)[CH2:20][CH3:21])=[CH:15][C:14]=2[CH3:39])=[CH:9][C:8]=1[F:40].[Cl-].[NH4+]. The catalyst is CO. The product is [CH2:20]([C:19]([C:16]1[CH:17]=[CH:18][C:13]([C:10]2[CH:11]=[CH:12][C:7]([CH2:6][C:5]([OH:41])=[O:4])=[C:8]([F:40])[CH:9]=2)=[C:14]([CH3:39])[CH:15]=1)([C:22]1[CH:27]=[CH:26][C:25]([CH2:28][CH2:29][C:30]([CH2:31][CH3:32])([OH:33])[CH2:34][CH3:35])=[C:24]([CH3:36])[CH:23]=1)[CH2:37][CH3:38])[CH3:21]. The yield is 0.990.